Dataset: Catalyst prediction with 721,799 reactions and 888 catalyst types from USPTO. Task: Predict which catalyst facilitates the given reaction. (1) Reactant: C(OC(=O)[NH:7][C@H:8]([CH:17]1[CH2:19][CH2:18]1)[C:9]([N:11]1[CH2:14][CH:13]([C:15]#[N:16])[CH2:12]1)=[O:10])(C)(C)C.[F:21][C:22]([F:27])([F:26])[C:23]([OH:25])=[O:24]. Product: [F:21][C:22]([F:27])([F:26])[C:23]([OH:25])=[O:24].[NH2:7][C@H:8]([CH:17]1[CH2:19][CH2:18]1)[C:9]([N:11]1[CH2:12][CH:13]([C:15]#[N:16])[CH2:14]1)=[O:10]. The catalyst class is: 4. (2) Reactant: [Br:1][C:2]1[CH:15]=[CH:14][C:13]2[C:12](=[O:16])[C:11]3[C:6](=[CH:7][CH:8]=[CH:9][CH:10]=3)[C:5](=[O:17])[C:4]=2[CH:3]=1.C1([Li])C=CC=CC=1. Product: [Br:1][C:2]1[CH:15]=[CH:14][C:13]2[CH:12]([OH:16])[C:11]3[C:6](=[CH:7][CH:8]=[CH:9][CH:10]=3)[CH:5]([OH:17])[C:4]=2[CH:3]=1. The catalyst class is: 7.